From a dataset of Full USPTO retrosynthesis dataset with 1.9M reactions from patents (1976-2016). Predict the reactants needed to synthesize the given product. (1) Given the product [F:1][C:2]1[CH:3]=[CH:4][C:5]([CH2:6][NH:7][C:8]([C:10]2[N:11]=[C:12]3[C:18]4([NH:21][C:22](=[O:31])[C:23]([N:24]5[CH2:25][CH2:26][N:27]([S:62]([C:59]6[CH:60]=[CH:61][C:56]([S:53]([N:50]7[CH2:51][CH2:52][O:47][CH2:48][CH2:49]7)(=[O:55])=[O:54])=[CH:57][CH:58]=6)(=[O:63])=[O:64])[CH2:28][CH2:29]5)=[O:30])[CH2:19][CH2:20][CH:15]([CH2:16][CH2:17]4)[CH2:14][N:13]3[C:32](=[O:35])[C:33]=2[OH:34])=[O:9])=[CH:36][CH:37]=1, predict the reactants needed to synthesize it. The reactants are: [F:1][C:2]1[CH:37]=[CH:36][C:5]([CH2:6][NH:7][C:8]([C:10]2[N:11]=[C:12]3[C:18]4([NH:21][C:22](=[O:31])[C:23](=[O:30])[N:24]5[CH2:29][CH2:28][NH:27][CH2:26][CH2:25]5)[CH2:19][CH2:20][CH:15]([CH2:16][CH2:17]4)[CH2:14][N:13]3[C:32](=[O:35])[C:33]=2[OH:34])=[O:9])=[CH:4][CH:3]=1.C(N(C(C)C)CC)(C)C.[O:47]1[CH2:52][CH2:51][N:50]([S:53]([C:56]2[CH:61]=[CH:60][C:59]([S:62](Cl)(=[O:64])=[O:63])=[CH:58][CH:57]=2)(=[O:55])=[O:54])[CH2:49][CH2:48]1.[O-]CC.[Na+].Cl. (2) Given the product [C:1]1([CH2:7][N:8]2[C:20]3[CH:19]=[CH:18][CH:17]=[C:16]([O:21][CH2:26][C:27]([O:29][CH3:30])=[O:28])[C:15]=3[C:14]3[C:9]2=[CH:10][CH:11]=[CH:12][C:13]=3[C:22](=[O:24])[NH2:23])[CH:6]=[CH:5][CH:4]=[CH:3][CH:2]=1, predict the reactants needed to synthesize it. The reactants are: [C:1]1([CH2:7][N:8]2[C:20]3[CH:19]=[CH:18][CH:17]=[C:16]([OH:21])[C:15]=3[C:14]3[C:9]2=[CH:10][CH:11]=[CH:12][C:13]=3[C:22](=[O:24])[NH2:23])[CH:6]=[CH:5][CH:4]=[CH:3][CH:2]=1.Br[CH2:26][C:27]([O:29][CH3:30])=[O:28]. (3) Given the product [CH2:26]([O:25][C:23]([C:17]1[CH:16]=[N:15][N:14]([C:12]2[N:13]=[C:8]([C:4]3[CH:5]=[CH:6][CH:7]=[C:2]([F:1])[C:3]=3[O:28][CH2:29][C:30]3[CH:31]=[CH:32][C:33]([CH:36]4[CH2:41][CH2:40][N:39]([C:52]([O:54][CH3:55])=[O:53])[CH2:38][CH2:37]4)=[CH:34][CH:35]=3)[CH:9]=[CH:10][CH:11]=2)[C:18]=1[C:19]([F:21])([F:22])[F:20])=[O:24])[CH3:27], predict the reactants needed to synthesize it. The reactants are: [F:1][C:2]1[C:3]([O:28][CH2:29][C:30]2[CH:35]=[CH:34][C:33]([CH:36]3[CH2:41][CH2:40][NH:39][CH2:38][CH2:37]3)=[CH:32][CH:31]=2)=[C:4]([C:8]2[N:13]=[C:12]([N:14]3[C:18]([C:19]([F:22])([F:21])[F:20])=[C:17]([C:23]([O:25][CH2:26][CH3:27])=[O:24])[CH:16]=[N:15]3)[CH:11]=[CH:10][CH:9]=2)[CH:5]=[CH:6][CH:7]=1.C(N(C(C)C)CC)(C)C.Cl[C:52]([O:54][CH3:55])=[O:53]. (4) The reactants are: FC(F)(F)C(O)=O.CC(C)(OC([NH:14][CH2:15][CH2:16][S:17][CH2:18][C@@:19]([CH3:24])([C:21]([OH:23])=[O:22])[NH2:20])=O)C.[ClH:26]. Given the product [ClH:26].[NH2:14][CH2:15][CH2:16][S:17][CH2:18][C@@:19]([CH3:24])([C:21]([OH:23])=[O:22])[NH2:20], predict the reactants needed to synthesize it. (5) Given the product [Br:1][C:2]1[C:3]([N:18]2[CH2:23][CH2:22][C:21](=[C:24]([CH3:26])[CH3:25])[CH2:20][CH2:19]2)=[C:4]([C@H:10]([O:17][C:4]([CH3:10])([CH3:5])[CH3:3])[C:11]([O:13][CH:14]([CH3:16])[CH3:15])=[O:12])[C:5]([CH3:9])=[N:6][C:7]=1[CH3:8], predict the reactants needed to synthesize it. The reactants are: [Br:1][C:2]1[C:3]([N:18]2[CH2:23][CH2:22][C:21](=[C:24]([CH3:26])[CH3:25])[CH2:20][CH2:19]2)=[C:4]([C@H:10]([OH:17])[C:11]([O:13][CH:14]([CH3:16])[CH3:15])=[O:12])[C:5]([CH3:9])=[N:6][C:7]=1[CH3:8].